From a dataset of Peptide-MHC class I binding affinity with 185,985 pairs from IEDB/IMGT. Regression. Given a peptide amino acid sequence and an MHC pseudo amino acid sequence, predict their binding affinity value. This is MHC class I binding data. The peptide sequence is LEFFLMVLL. The MHC is HLA-B18:01 with pseudo-sequence HLA-B18:01. The binding affinity (normalized) is 0.516.